Task: Predict the product of the given reaction.. Dataset: Forward reaction prediction with 1.9M reactions from USPTO patents (1976-2016) (1) Given the reactants C([O-])=O.[NH4+:4].[CH3:5][CH2:6][O:7][C:8]([CH:10]1[C:15](=O)[CH2:14][CH2:13][CH2:12][CH2:11]1)=[O:9].C(O)(=O)C, predict the reaction product. The product is: [NH2:4][CH:15]1[CH2:14][CH2:13][CH2:12][CH2:11][CH:10]1[C:8]([O:7][CH2:6][CH3:5])=[O:9]. (2) Given the reactants [CH3:1][C:2]1[CH:3]=[C:4]([OH:8])[CH:5]=[CH:6][CH:7]=1.Cl[CH2:10][CH2:11][CH2:12][OH:13].[OH-].[Na+], predict the reaction product. The product is: [CH3:1][C:2]1[CH:3]=[C:4]([CH:5]=[CH:6][CH:7]=1)[O:8][CH2:10][CH2:11][CH2:12][OH:13]. (3) Given the reactants [Cl:1][C:2]1[CH:7]=[CH:6][C:5]([F:8])=[CH:4][C:3]=1[OH:9].[Br:10][C:11]1[CH:16]=[C:15](F)[CH:14]=[C:13]([Cl:18])[CH:12]=1.C(=O)([O-])[O-].[K+].[K+].O, predict the reaction product. The product is: [Cl:1][C:2]1[CH:7]=[CH:6][C:5]([F:8])=[CH:4][C:3]=1[O:9][C:15]1[CH:14]=[C:13]([Cl:18])[CH:12]=[C:11]([Br:10])[CH:16]=1.